Dataset: Full USPTO retrosynthesis dataset with 1.9M reactions from patents (1976-2016). Task: Predict the reactants needed to synthesize the given product. The reactants are: [C:1]([C:5]1[N:10]=[CH:9][C:8]([C:11]2[N:12]([C:32]([N:34]3[CH2:39][CH2:38][CH:37]([CH2:40][C:41]([OH:43])=O)[CH2:36][CH2:35]3)=[O:33])[C@@:13]([C:25]3[CH:30]=[CH:29][C:28]([Cl:31])=[CH:27][CH:26]=3)([CH3:24])[C@@:14]([C:17]3[CH:22]=[CH:21][C:20]([Cl:23])=[CH:19][CH:18]=3)([CH3:16])[N:15]=2)=[C:7]([O:44][CH2:45][CH3:46])[CH:6]=1)([CH3:4])([CH3:3])[CH3:2].[CH2:47]([O:49][CH2:50][CH:51]1[CH2:56][CH2:55][NH:54][CH2:53][CH2:52]1)[CH3:48]. Given the product [C:1]([C:5]1[N:10]=[CH:9][C:8]([C:11]2[N:12]([C:32]([N:34]3[CH2:35][CH2:36][CH:37]([CH2:40][C:41]([N:54]4[CH2:55][CH2:56][CH:51]([CH2:50][O:49][CH2:47][CH3:48])[CH2:52][CH2:53]4)=[O:43])[CH2:38][CH2:39]3)=[O:33])[C@@:13]([C:25]3[CH:26]=[CH:27][C:28]([Cl:31])=[CH:29][CH:30]=3)([CH3:24])[C@@:14]([C:17]3[CH:18]=[CH:19][C:20]([Cl:23])=[CH:21][CH:22]=3)([CH3:16])[N:15]=2)=[C:7]([O:44][CH2:45][CH3:46])[CH:6]=1)([CH3:4])([CH3:3])[CH3:2], predict the reactants needed to synthesize it.